Dataset: Full USPTO retrosynthesis dataset with 1.9M reactions from patents (1976-2016). Task: Predict the reactants needed to synthesize the given product. Given the product [CH2:11]([O:13][C:14]([C:16]1[CH:20]=[CH:19][N:18]([CH:21]([CH3:22])[CH3:23])[C:17]=1[CH:24]([C:5]1[CH:6]=[CH:7][C:2]([Cl:1])=[CH:3][C:4]=1[CH3:10])[OH:25])=[O:15])[CH3:12], predict the reactants needed to synthesize it. The reactants are: [Cl:1][C:2]1[CH:7]=[CH:6][C:5]([Mg]Br)=[C:4]([CH3:10])[CH:3]=1.[CH2:11]([O:13][C:14]([C:16]1[CH:20]=[CH:19][N:18]([CH:21]([CH3:23])[CH3:22])[C:17]=1[CH:24]=[O:25])=[O:15])[CH3:12].